This data is from Reaction yield outcomes from USPTO patents with 853,638 reactions. The task is: Predict the reaction yield, written as a fraction of the theoretical maximum amount of product (1.0 means a 100% yield; for example, 0.34 means a 34% yield). (1) The reactants are C(OC(=O)[NH:7][C:8]1[CH:13]=[CH:12][CH:11]=[C:10]([C:14]2[CH:19]=[CH:18][C:17]([CH2:20][NH:21][S:22]([CH3:25])(=[O:24])=[O:23])=[CH:16][CH:15]=2)[N:9]=1)(C)(C)C. The catalyst is Cl.CO. The product is [NH2:7][C:8]1[N:9]=[C:10]([C:14]2[CH:15]=[CH:16][C:17]([CH2:20][NH:21][S:22]([CH3:25])(=[O:24])=[O:23])=[CH:18][CH:19]=2)[CH:11]=[CH:12][CH:13]=1. The yield is 0.800. (2) The reactants are [C:1]([O:7][CH3:8])(=[O:6])[CH2:2][C:3]([CH3:5])=O.[C:9]([NH2:12])(=[O:11])[CH3:10].O.C1(C)C=CC(S(O)(=O)=O)=CC=1.O. The catalyst is C1(C)C=CC=CC=1. The product is [C:9]([NH:12]/[C:3](/[CH3:5])=[CH:2]\[C:1]([O:7][CH3:8])=[O:6])(=[O:11])[CH3:10]. The yield is 0.470.